Task: Predict the reactants needed to synthesize the given product.. Dataset: Full USPTO retrosynthesis dataset with 1.9M reactions from patents (1976-2016) (1) Given the product [Br:8][C:5]1[CH:6]=[CH:7][C:2]([C:23]([OH:25])([CH3:24])[CH2:22][O:21][Si:14]([C:17]([CH3:19])([CH3:18])[CH3:20])([CH3:15])[CH3:16])=[N:3][CH:4]=1, predict the reactants needed to synthesize it. The reactants are: Br[C:2]1[CH:7]=[CH:6][C:5]([Br:8])=[CH:4][N:3]=1.[Li]CCCC.[Si:14]([O:21][CH2:22][C:23](=[O:25])[CH3:24])([C:17]([CH3:20])([CH3:19])[CH3:18])([CH3:16])[CH3:15]. (2) Given the product [N:1]1[CH:6]=[CH:5][CH:4]=[CH:3][C:2]=1[N:7]1[CH2:8][CH2:9][N:10]([CH2:23][C:22]([NH:21][C:18]2[CH:19]=[CH:20][C:15]([C:14]([F:13])([F:26])[F:27])=[CH:16][CH:17]=2)=[O:25])[CH2:11][CH2:12]1, predict the reactants needed to synthesize it. The reactants are: [N:1]1[CH:6]=[CH:5][CH:4]=[CH:3][C:2]=1[N:7]1[CH2:12][CH2:11][NH:10][CH2:9][CH2:8]1.[F:13][C:14]([F:27])([F:26])[C:15]1[CH:20]=[CH:19][C:18]([NH:21][C:22](=[O:25])[CH2:23]Cl)=[CH:17][CH:16]=1.C(=O)([O-])[O-].[Na+].[Na+]. (3) Given the product [O:1]1[C:8]2[CH:7]=[C:6]([C:9]([O:11][CH2:12][CH2:13][O:14][C:15](=[O:20])[CH2:16][CH2:17][CH2:18][N:25]3[CH2:26][CH2:27][N:22]([CH3:21])[CH2:23][CH2:24]3)=[O:10])[NH:5][C:4]=2[CH:3]=[CH:2]1, predict the reactants needed to synthesize it. The reactants are: [O:1]1[C:8]2[CH:7]=[C:6]([C:9]([O:11][CH2:12][CH2:13][O:14][C:15](=[O:20])[CH2:16][CH2:17][CH2:18]Cl)=[O:10])[NH:5][C:4]=2[CH:3]=[CH:2]1.[CH3:21][N:22]1[CH2:27][CH2:26][NH:25][CH2:24][CH2:23]1. (4) Given the product [CH3:28][O:27][C:23](=[O:26])[CH2:24][CH2:25][N:7]1[C:6]2[CH:15]=[C:2]([Cl:1])[CH:3]=[C:4]([CH3:16])[C:5]=2[O:10][C@H:9]([CH:11]([CH3:13])[CH3:12])[C:8]1=[O:14], predict the reactants needed to synthesize it. The reactants are: [Cl:1][C:2]1[CH:3]=[C:4]([CH3:16])[C:5]2[O:10][C@H:9]([CH:11]([CH3:13])[CH3:12])[C:8](=[O:14])[NH:7][C:6]=2[CH:15]=1.C(=O)([O-])[O-].[K+].[K+].[C:23]([O:27][CH3:28])(=[O:26])[CH:24]=[CH2:25].O. (5) Given the product [F:1][C:2]1[CH:7]=[C:6](/[CH:8]=[CH:9]/[C:10]([O:12][CH3:13])=[O:11])[CH:5]=[C:4]([F:14])[C:3]=1[CH:15]=[O:20], predict the reactants needed to synthesize it. The reactants are: [F:1][C:2]1[CH:7]=[C:6](/[CH:8]=[CH:9]/[C:10]([O:12][CH3:13])=[O:11])[CH:5]=[C:4]([F:14])[C:3]=1[CH:15]([OH:20])S([O-])(=O)=O.[Na+].C(=O)([O-])[O-].[K+].[K+].O. (6) Given the product [NH:1]1[C:5]2[CH:6]=[CH:7][CH:8]=[CH:9][C:4]=2[N:3]=[C:2]1[C:10]1[CH:11]=[C:12]([NH:13][C:31]([C:30]2[CH:29]=[CH:28][C:27]([C:34]3[CH:35]=[CH:36][CH:37]=[CH:38][CH:39]=3)=[CH:26][C:25]=2[CH3:24])=[O:32])[CH:14]=[CH:15][C:16]=1[Cl:17], predict the reactants needed to synthesize it. The reactants are: [NH:1]1[C:5]2[CH:6]=[CH:7][CH:8]=[CH:9][C:4]=2[N:3]=[C:2]1[C:10]1[CH:11]=[C:12]([CH:14]=[CH:15][C:16]=1[Cl:17])[NH2:13].C([O-])([O-])=O.[Na+].[Na+].[CH3:24][C:25]1[CH:26]=[C:27]([C:34]2[CH:39]=[CH:38][CH:37]=[CH:36][CH:35]=2)[CH:28]=[CH:29][C:30]=1[C:31](Cl)=[O:32].O. (7) Given the product [CH2:1]([O:3][C:4](=[O:20])[CH2:5][CH:6]1[CH2:11][CH2:10][CH2:9][CH2:8][CH:7]1[C:12]1[CH:17]=[CH:16][CH:15]=[C:14]([O:18][CH3:19])[CH:13]=1)[CH3:2], predict the reactants needed to synthesize it. The reactants are: [CH2:1]([O:3][C:4](=[O:20])[CH2:5][C:6]1[CH2:11][CH2:10][CH2:9][CH2:8][C:7]=1[C:12]1[CH:17]=[CH:16][CH:15]=[C:14]([O:18][CH3:19])[CH:13]=1)[CH3:2].C(O)C. (8) Given the product [C:3]([O:7][C:8]([N:10]1[CH2:11][CH2:12][CH:13]([CH2:16][CH2:17][CH2:18][O:19][C:20]2[CH:25]=[CH:24][C:23]([CH2:26][C:27]([OH:29])=[O:28])=[CH:22][CH:21]=2)[CH2:14][CH2:15]1)=[O:9])([CH3:6])([CH3:4])[CH3:5], predict the reactants needed to synthesize it. The reactants are: [OH-].[Na+].[C:3]([O:7][C:8]([N:10]1[CH2:15][CH2:14][CH:13]([CH2:16][CH2:17][CH2:18][O:19][C:20]2[CH:25]=[CH:24][C:23]([CH2:26][C:27]([O:29]C)=[O:28])=[CH:22][CH:21]=2)[CH2:12][CH2:11]1)=[O:9])([CH3:6])([CH3:5])[CH3:4]. (9) Given the product [NH:31]1[C:35](=[O:36])[CH2:34][CH2:33][C@H:32]1[C:37]([O:23][C@H:12]1[CH2:11][C:10]([CH3:25])([CH3:24])[CH2:9][C:8]2[N:7]=[C:6]([CH2:5][C:4]3[CH:26]=[CH:27][C:28]([O:29][CH3:30])=[C:2]([F:1])[CH:3]=3)[C:15]3[NH:16][C:17]4[CH:18]=[CH:19][CH:20]=[CH:21][C:22]=4[C:14]=3[C:13]1=2)=[O:38], predict the reactants needed to synthesize it. The reactants are: [F:1][C:2]1[CH:3]=[C:4]([CH:26]=[CH:27][C:28]=1[O:29][CH3:30])[CH2:5][C:6]1[C:15]2[NH:16][C:17]3[CH:18]=[CH:19][CH:20]=[CH:21][C:22]=3[C:14]=2[C:13]2[C@@H:12]([OH:23])[CH2:11][C:10]([CH3:25])([CH3:24])[CH2:9][C:8]=2[N:7]=1.[NH:31]1[C:35](=[O:36])[CH2:34][CH2:33][C@H:32]1[C:37](O)=[O:38]. (10) Given the product [CH3:1][C:2]([O:5][C:6]([N:8]([CH3:22])[C:9](=[O:37])[C@H:10]([CH2:11][C:12]1[CH:39]=[CH:38][C:42]([O:41][CH3:40])=[CH:14][CH:13]=1)[NH2:36])=[O:7])([CH3:4])[CH3:3], predict the reactants needed to synthesize it. The reactants are: [CH3:1][C:2]([O:5][C:6]([N:8]([CH3:22])[C@H:9](C(O)=O)[CH2:10][C:11]1C=C[C:14](OC)=[CH:13][CH:12]=1)=[O:7])([CH3:4])[CH3:3].ClC(OCC)=O.CCN(CC)CC.[NH4+:36].[OH-:37].[CH2:38]1[CH2:42][O:41][CH2:40][CH2:39]1.